From a dataset of Full USPTO retrosynthesis dataset with 1.9M reactions from patents (1976-2016). Predict the reactants needed to synthesize the given product. (1) Given the product [F:14][C:12]1([F:15])[CH2:13][CH:11]1[C:3]1[CH:4]=[CH:5][C:6]([CH2:8][O:9][CH3:10])=[CH:7][C:2]=1[CH2:24][NH:23][C:21](=[O:22])[O:20][C:16]([CH3:19])([CH3:18])[CH3:17], predict the reactants needed to synthesize it. The reactants are: Cl[C:2]1[CH:7]=[C:6]([CH2:8][O:9][CH3:10])[CH:5]=[CH:4][C:3]=1[CH:11]1[CH2:13][C:12]1([F:15])[F:14].[C:16]([O:20][C:21]([NH:23][CH2:24][B-](F)(F)F)=[O:22])([CH3:19])([CH3:18])[CH3:17].[K+].COC1C=CC=C(OC)C=1C1C=CC=CC=1P(C1CCCCC1)C1CCCCC1.C(=O)([O-])[O-].[K+].[K+]. (2) Given the product [OH:1][C:2]1[N:7]=[C:6]([C:8]([NH:13][CH3:12])=[O:10])[CH:5]=[CH:4][CH:3]=1, predict the reactants needed to synthesize it. The reactants are: [OH:1][C:2]1[N:7]=[C:6]([C:8]([O:10]C)=O)[CH:5]=[CH:4][CH:3]=1.[CH3:12][NH2:13]. (3) Given the product [CH3:1][N:2]1[CH:6]=[CH:5][N:4]=[C:3]1[C:7]([NH:9][NH2:10])=[O:8], predict the reactants needed to synthesize it. The reactants are: [CH3:1][N:2]1[CH:6]=[CH:5][N:4]=[C:3]1[C:7]([NH:9][NH:10]C(OC(C)(C)C)=O)=[O:8].Cl. (4) Given the product [C:10]([O-:12])(=[O:11])[C:1]1[CH:6]=[CH:5][C:4]([C:7]([O-:9])=[O:8])=[CH:3][CH:2]=1.[Cr+3:17].[C:10]([O-:12])(=[O:11])[C:1]1[CH:6]=[CH:5][C:4]([C:7]([O-:9])=[O:8])=[CH:3][CH:2]=1.[C:10]([O-:12])(=[O:11])[C:1]1[CH:6]=[CH:5][C:4]([C:7]([O-:9])=[O:8])=[CH:3][CH:2]=1.[Cr+3:17], predict the reactants needed to synthesize it. The reactants are: [C:1]1([C:10]([O-:12])=[O:11])[CH:6]=[CH:5][C:4]([C:7]([O-:9])=[O:8])=[CH:3][CH:2]=1.[N+]([O-])([O-])=O.[Cr+3:17].[N+]([O-])([O-])=O.[N+]([O-])([O-])=O.F. (5) Given the product [Cl:1][C:2]1[N:11]=[C:10]([Cl:12])[CH:9]=[C:8]([C:14]#[N:15])[C:3]=1[C:4]([O:6][CH3:7])=[O:5], predict the reactants needed to synthesize it. The reactants are: [Cl:1][C:2]1[N:11]=[C:10]([Cl:12])[CH:9]=[C:8](I)[C:3]=1[C:4]([O:6][CH3:7])=[O:5].[C:14]([Zn]C#N)#[N:15].O.CCOC(C)=O.